Dataset: Reaction yield outcomes from USPTO patents with 853,638 reactions. Task: Predict the reaction yield, written as a fraction of the theoretical maximum amount of product (1.0 means a 100% yield; for example, 0.34 means a 34% yield). (1) The product is [N:47]1[CH:46]=[CH:45][CH:44]=[CH:43][C:42]=1[NH:41][C:17]([C:15]1[CH:14]=[C:13]([O:20][CH:21]([CH3:22])[CH3:23])[C:11]2[CH2:12][CH:8]([CH2:1][C:2]3[CH:3]=[CH:4][CH:5]=[CH:6][CH:7]=3)[O:9][C:10]=2[CH:16]=1)=[O:18]. The yield is 0.210. The reactants are [CH2:1]([CH:8]1[CH2:12][C:11]2[C:13]([O:20][CH:21]([CH3:23])[CH3:22])=[CH:14][C:15]([C:17](O)=[O:18])=[CH:16][C:10]=2[O:9]1)[C:2]1[CH:7]=[CH:6][CH:5]=[CH:4][CH:3]=1.CCN(C(C)C)C(C)C.CN(C(O[N:41]1N=N[C:43]2[CH:44]=[CH:45][CH:46]=[N:47][C:42]1=2)=[N+](C)C)C.F[P-](F)(F)(F)(F)F.N1C=CC=CC=1N. The catalyst is CN(C=O)C. (2) The reactants are [C:1]([NH:4][NH2:5])(N)=[NH:2].Cl.[CH:7]1([C:10]2[C:19]3[C:14](=[CH:15][CH:16]=[CH:17][CH:18]=3)[C:13]([N:20]=[C:21]=[S:22])=[CH:12][CH:11]=2)[CH2:9][CH2:8]1.C(N(C(C)C)CC)(C)C. The catalyst is CN(C=O)C. The product is [NH2:2][C:1]1[N:20]([C:13]2[C:14]3[C:19](=[CH:18][CH:17]=[CH:16][CH:15]=3)[C:10]([CH:7]3[CH2:9][CH2:8]3)=[CH:11][CH:12]=2)[C:21]([SH:22])=[N:5][N:4]=1. The yield is 0.490. (3) The reactants are [C:1]([O:5][C:6]([N:8]1[CH2:11][CH:10]([C:12]([OH:14])=[O:13])[CH2:9]1)=[O:7])([CH3:4])([CH3:3])[CH3:2].[Si](C=[N+]=[N-])(C)(C)[CH3:16].CC(O)=O. The catalyst is CO. The product is [N:8]1([C:6]([O:5][C:1]([CH3:4])([CH3:2])[CH3:3])=[O:7])[CH2:9][CH:10]([C:12]([O:14][CH3:16])=[O:13])[CH2:11]1. The yield is 1.00. (4) The reactants are [CH:1](=O)[C:2]1[CH:7]=[CH:6][CH:5]=[CH:4][CH:3]=1.[NH2:9][C@@H:10]([CH2:12][OH:13])[CH3:11].C(O)(=O)C.[BH-](OC(C)=O)(OC(C)=O)OC(C)=O.[Na+].C([O-])([O-])=O.[Na+].[Na+]. The catalyst is ClC(Cl)C. The product is [CH2:1]([NH:9][C@H:10]([CH3:11])[CH2:12][OH:13])[C:2]1[CH:7]=[CH:6][CH:5]=[CH:4][CH:3]=1. The yield is 0.340. (5) The reactants are [Cl:1][C:2]1[CH:12]=[C:11](Br)[CH:10]=[CH:9][C:3]=1[C:4]([O:6][CH2:7][CH3:8])=[O:5].[CH:14]([B-](F)(F)F)=[CH2:15].[K+].C(=O)([O-])[O-].[K+].[K+]. The catalyst is CS(C)=O.O. The product is [Cl:1][C:2]1[CH:12]=[C:11]([CH:14]=[CH2:15])[CH:10]=[CH:9][C:3]=1[C:4]([O:6][CH2:7][CH3:8])=[O:5]. The yield is 0.690.